Dataset: Full USPTO retrosynthesis dataset with 1.9M reactions from patents (1976-2016). Task: Predict the reactants needed to synthesize the given product. The reactants are: [N:1]1[CH:6]=[CH:5][CH:4]=[C:3]([OH:7])[C:2]=1[C:8]1[CH:9]=[N:10][CH:11]=[CH:12][CH:13]=1.CC([O-])(C)C.[K+].[CH3:20][O:21][CH2:22]Cl. Given the product [CH3:20][O:21][CH2:22][O:7][C:3]1[C:2]([C:8]2[CH:9]=[N:10][CH:11]=[CH:12][CH:13]=2)=[N:1][CH:6]=[CH:5][CH:4]=1, predict the reactants needed to synthesize it.